From a dataset of NCI-60 drug combinations with 297,098 pairs across 59 cell lines. Regression. Given two drug SMILES strings and cell line genomic features, predict the synergy score measuring deviation from expected non-interaction effect. (1) Drug 1: CC1CCC2CC(C(=CC=CC=CC(CC(C(=O)C(C(C(=CC(C(=O)CC(OC(=O)C3CCCCN3C(=O)C(=O)C1(O2)O)C(C)CC4CCC(C(C4)OC)O)C)C)O)OC)C)C)C)OC. Drug 2: C(CC(=O)O)C(=O)CN.Cl. Cell line: K-562. Synergy scores: CSS=32.7, Synergy_ZIP=-7.71, Synergy_Bliss=-5.30, Synergy_Loewe=-79.1, Synergy_HSA=-3.95. (2) Drug 1: C1=NC2=C(N=C(N=C2N1C3C(C(C(O3)CO)O)O)F)N. Drug 2: C1C(C(OC1N2C=NC(=NC2=O)N)CO)O. Cell line: UO-31. Synergy scores: CSS=12.5, Synergy_ZIP=-3.80, Synergy_Bliss=0.581, Synergy_Loewe=1.02, Synergy_HSA=1.58.